Dataset: Catalyst prediction with 721,799 reactions and 888 catalyst types from USPTO. Task: Predict which catalyst facilitates the given reaction. Reactant: N(C(OCC)=O)=N[C:3](OCC)=[O:4].[Cl:13][C:14]1[CH:33]=[CH:32][C:17]([NH:18][C:19]2[C:28]3[C:23](=[CH:24][C:25](O)=[C:26](OC)[CH:27]=3)[N:22]=[CH:21][N:20]=2)=[C:16]([F:34])[CH:15]=1.C1(P(C2C=CC=CC=2)C2C=CC=CC=2)C=CC=CC=1.OCCCN1CCC[C@H]1C(N)=O. Product: [ClH:13].[Cl:13][C:14]1[CH:33]=[CH:32][C:17]([NH:18][C:19]2([O:4][CH3:3])[C:28]3[C:23](=[CH:24][CH:25]=[CH:26][CH:27]=3)[N:22]=[CH:21][NH:20]2)=[C:16]([F:34])[CH:15]=1. The catalyst class is: 2.